Dataset: Reaction yield outcomes from USPTO patents with 853,638 reactions. Task: Predict the reaction yield, written as a fraction of the theoretical maximum amount of product (1.0 means a 100% yield; for example, 0.34 means a 34% yield). (1) The reactants are [CH:1]1[C:13]2[NH:12][C:11]3[C:6](=[CH:7][CH:8]=[CH:9][CH:10]=3)[C:5]=2[CH:4]=[CH:3][CH:2]=1.FC1C(F)=C(C#N)C(F)=[C:17](F)[C:16]=1[C:26]1[CH:31]=[C:30](C(F)(F)F)[CH:29]=[C:28](C(F)(F)F)[CH:27]=1.[H-].[Na+].ClCCl.[Cl-].[Na+].O. The catalyst is O1CCCC1. The product is [CH:7](/[C:3]1[CH:2]=[CH:1][C:13]2[NH:12][C:11]3[C:6]([C:5]=2[CH:4]=1)=[CH:7][C:8](/[CH:17]=[CH:16]/[C:26]1[CH:27]=[CH:28][CH:29]=[CH:30][CH:31]=1)=[CH:9][CH:10]=3)=[CH:6]\[C:5]1[CH:13]=[CH:1][CH:2]=[CH:3][CH:4]=1. The yield is 0.450. (2) The reactants are C([N:8]1[CH2:13][CH2:12][C:11]([NH:16][C:17]2[CH:22]=[CH:21][C:20]([Cl:23])=[CH:19][CH:18]=2)([C:14]#[N:15])[CH2:10][CH2:9]1)C1C=CC=CC=1.ClC(OC(Cl)C)=O.ClC([O-])=O. The catalyst is ClC(Cl)C. The product is [Cl:23][C:20]1[CH:19]=[CH:18][C:17]([NH:16][C:11]2([C:14]#[N:15])[CH2:12][CH2:13][NH:8][CH2:9][CH2:10]2)=[CH:22][CH:21]=1. The yield is 0.710. (3) The reactants are [O:1]1[C:5]2[CH:6]=[CH:7][CH:8]=[CH:9][C:4]=2[CH:3]=[C:2]1[C:10]1[C:18]2[C:13](=[CH:14][CH:15]=[C:16]([C:19]([OH:21])=O)[CH:17]=2)[N:12](C2CCCCO2)[N:11]=1.F[P-](F)(F)(F)(F)F.N1(OC(N(C)C)=[N+](C)C)C2C=CC=CC=2N=N1.[CH3:52][N:53]([CH3:57])[CH2:54][CH2:55][NH2:56]. The product is [O:1]1[C:5]2[CH:6]=[CH:7][CH:8]=[CH:9][C:4]=2[CH:3]=[C:2]1[C:10]1[C:18]2[C:13](=[CH:14][CH:15]=[C:16]([C:19]([NH:56][CH2:55][CH2:54][N:53]([CH3:57])[CH3:52])=[O:21])[CH:17]=2)[NH:12][N:11]=1. No catalyst specified. The yield is 0.370. (4) No catalyst specified. The reactants are [Cl:1][C:2]1[N:3]=[C:4]2[C:9](=[CH:10][CH:11]=1)[N:8]=[CH:7][C:6]([C:12](=[O:14])[CH3:13])=[C:5]2[N:15]1[CH2:20][CH2:19][CH:18]([CH2:21][CH2:22][N:23]2[CH2:27][CH2:26][CH2:25][CH2:24]2)[CH2:17][CH2:16]1.[Cl:28][C:29]1[CH:34]=[C:33](B2OC(C)(C)C(C)(C)O2)[CH:32]=[C:31]([F:44])[C:30]=1[OH:45].C1(N)C(F)=C(F)C(F)=C(N)C=1F.Cl.Cl. The product is [ClH:1].[ClH:28].[Cl:28][C:29]1[CH:34]=[C:33]([C:2]2[N:3]=[C:4]3[C:9](=[CH:10][CH:11]=2)[N:8]=[CH:7][C:6]([C:12](=[O:14])[CH3:13])=[C:5]3[N:15]2[CH2:16][CH2:17][CH:18]([CH2:21][CH2:22][N:23]3[CH2:27][CH2:26][CH2:25][CH2:24]3)[CH2:19][CH2:20]2)[CH:32]=[C:31]([F:44])[C:30]=1[OH:45]. The yield is 0.830. (5) The reactants are [C:1]([C:3]1[CH:4]=[C:5]([NH:15][C:16](=[O:20])[N:17]([CH3:19])[CH3:18])[CH:6]=[CH:7][C:8]=1[S:9]([CH:12]([CH3:14])[CH3:13])(=[O:11])=[O:10])#[N:2]. The catalyst is C1COCC1.[Ni]. The product is [NH2:2][CH2:1][C:3]1[CH:4]=[C:5]([NH:15][C:16](=[O:20])[N:17]([CH3:18])[CH3:19])[CH:6]=[CH:7][C:8]=1[S:9]([CH:12]([CH3:14])[CH3:13])(=[O:11])=[O:10]. The yield is 0.910.